Dataset: NCI-60 drug combinations with 297,098 pairs across 59 cell lines. Task: Regression. Given two drug SMILES strings and cell line genomic features, predict the synergy score measuring deviation from expected non-interaction effect. (1) Drug 1: CNC(=O)C1=CC=CC=C1SC2=CC3=C(C=C2)C(=NN3)C=CC4=CC=CC=N4. Drug 2: C(CCl)NC(=O)N(CCCl)N=O. Cell line: A549. Synergy scores: CSS=2.85, Synergy_ZIP=-1.45, Synergy_Bliss=-1.04, Synergy_Loewe=-11.1, Synergy_HSA=-4.24. (2) Drug 1: C1=NC(=NC(=O)N1C2C(C(C(O2)CO)O)O)N. Drug 2: CN(C(=O)NC(C=O)C(C(C(CO)O)O)O)N=O. Cell line: M14. Synergy scores: CSS=35.0, Synergy_ZIP=-3.91, Synergy_Bliss=0.626, Synergy_Loewe=-52.2, Synergy_HSA=1.39. (3) Drug 1: C1CCC(C1)C(CC#N)N2C=C(C=N2)C3=C4C=CNC4=NC=N3. Drug 2: CC1=CC=C(C=C1)C2=CC(=NN2C3=CC=C(C=C3)S(=O)(=O)N)C(F)(F)F. Cell line: OVCAR-5. Synergy scores: CSS=4.14, Synergy_ZIP=1.72, Synergy_Bliss=3.86, Synergy_Loewe=-3.30, Synergy_HSA=-0.742. (4) Drug 1: CC1C(C(CC(O1)OC2CC(CC3=C2C(=C4C(=C3O)C(=O)C5=C(C4=O)C(=CC=C5)OC)O)(C(=O)CO)O)N)O. Drug 2: C1=CC(=C(C=C1I)F)NC2=C(C=CC(=C2F)F)C(=O)NOCC(CO)O. Cell line: SW-620. Synergy scores: CSS=76.2, Synergy_ZIP=-5.21, Synergy_Bliss=-4.93, Synergy_Loewe=4.41, Synergy_HSA=6.80. (5) Drug 1: CS(=O)(=O)C1=CC(=C(C=C1)C(=O)NC2=CC(=C(C=C2)Cl)C3=CC=CC=N3)Cl. Drug 2: C1=NC2=C(N1)C(=S)N=CN2. Cell line: SNB-19. Synergy scores: CSS=3.20, Synergy_ZIP=-4.14, Synergy_Bliss=-7.26, Synergy_Loewe=-13.5, Synergy_HSA=-7.43.